From a dataset of Full USPTO retrosynthesis dataset with 1.9M reactions from patents (1976-2016). Predict the reactants needed to synthesize the given product. (1) The reactants are: Cl.[C:2]([O:18][CH3:19])(=[O:17])/[CH:3]=[CH:4]/[C:5]([O:7][CH2:8][C:9](=[O:16])[N:10]1[CH2:15][CH2:14][NH:13][CH2:12][CH2:11]1)=[O:6].[C:20](Cl)(=[O:22])[CH3:21].C(N(C(C)C)CC)(C)C. Given the product [C:5]([O:7][CH2:8][C:9]([N:10]1[CH2:15][CH2:14][N:13]([C:20](=[O:22])[CH3:21])[CH2:12][CH2:11]1)=[O:16])(=[O:6])/[CH:4]=[CH:3]/[C:2]([O:18][CH3:19])=[O:17], predict the reactants needed to synthesize it. (2) Given the product [CH2:17]([O:4][C:3]1[CH:5]=[CH:6][CH:7]=[CH:8][C:2]=1[CH:1]=[O:9])[CH:18]([CH3:20])[CH3:19], predict the reactants needed to synthesize it. The reactants are: [CH:1](=[O:9])[C:2]1[C:3](=[CH:5][CH:6]=[CH:7][CH:8]=1)[OH:4].C(=O)([O-])[O-].[K+].[K+].Cl[CH2:17][C:18]([CH3:20])=[CH2:19].Cl. (3) Given the product [Cl:6][C:7]1[CH:8]=[C:9]([CH2:23][CH2:24][NH:25][C:26](=[O:29])[CH2:27][CH3:28])[CH:10]=[C:11]([CH2:14][OH:15])[C:12]=1[Cl:13], predict the reactants needed to synthesize it. The reactants are: C1COCC1.[Cl:6][C:7]1[CH:8]=[C:9]([CH2:23][CH2:24][NH:25][C:26](=[O:29])[CH2:27][CH3:28])[CH:10]=[C:11]([CH2:14][O:15][Si](C(C)(C)C)(C)C)[C:12]=1[Cl:13].CCCC[N+](CCCC)(CCCC)CCCC.[F-]. (4) Given the product [CH2:1]([O:8][C:9]1[CH:10]=[C:11]([CH:15]=[CH:16][CH:17]=1)[C:12]([N:20]([O:21][CH3:22])[CH3:19])=[O:14])[C:2]1[CH:3]=[CH:4][CH:5]=[CH:6][CH:7]=1, predict the reactants needed to synthesize it. The reactants are: [CH2:1]([O:8][C:9]1[CH:10]=[C:11]([CH:15]=[CH:16][CH:17]=1)[C:12]([OH:14])=O)[C:2]1[CH:7]=[CH:6][CH:5]=[CH:4][CH:3]=1.Cl.[CH3:19][NH:20][O:21][CH3:22].C(N(CC)CC)C.O. (5) The reactants are: C(C1N=C(N2CC[C@H](O)C2)C2C(=NN(CC3C(C)=NON=3)N=2)N=1)(C)(C)C.[C:27]([C:31]1[N:32]=[C:33]([N:40]2[CH2:44][CH2:43][C@H:42]([O:45]C(=O)C(F)(F)F)[CH2:41]2)[C:34]2[N:39]=[N:38][NH:37][C:35]=2[N:36]=1)([CH3:30])([CH3:29])[CH3:28].Br[CH2:53][C:54]1[CH:59]=[CH:58][CH:57]=[CH:56][C:55]=1[C:60]([F:63])([F:62])[F:61]. Given the product [C:27]([C:31]1[N:32]=[C:33]([N:40]2[CH2:44][CH2:43][C@H:42]([OH:45])[CH2:41]2)[C:34]2[C:35](=[N:37][N:38]([CH2:53][C:54]3[CH:59]=[CH:58][CH:57]=[CH:56][C:55]=3[C:60]([F:61])([F:62])[F:63])[N:39]=2)[N:36]=1)([CH3:29])([CH3:30])[CH3:28], predict the reactants needed to synthesize it.